Dataset: NCI-60 drug combinations with 297,098 pairs across 59 cell lines. Task: Regression. Given two drug SMILES strings and cell line genomic features, predict the synergy score measuring deviation from expected non-interaction effect. (1) Drug 1: CCC(=C(C1=CC=CC=C1)C2=CC=C(C=C2)OCCN(C)C)C3=CC=CC=C3.C(C(=O)O)C(CC(=O)O)(C(=O)O)O. Drug 2: C1CN1C2=NC(=NC(=N2)N3CC3)N4CC4. Cell line: NCI-H460. Synergy scores: CSS=42.3, Synergy_ZIP=0.819, Synergy_Bliss=-2.25, Synergy_Loewe=-23.9, Synergy_HSA=-1.34. (2) Drug 1: CC1C(C(CC(O1)OC2CC(CC3=C2C(=C4C(=C3O)C(=O)C5=C(C4=O)C(=CC=C5)OC)O)(C(=O)C)O)N)O.Cl. Drug 2: CC1C(C(CC(O1)OC2CC(CC3=C2C(=C4C(=C3O)C(=O)C5=C(C4=O)C(=CC=C5)OC)O)(C(=O)CO)O)N)O.Cl. Cell line: UO-31. Synergy scores: CSS=45.1, Synergy_ZIP=-1.19, Synergy_Bliss=1.55, Synergy_Loewe=1.25, Synergy_HSA=1.72.